This data is from Full USPTO retrosynthesis dataset with 1.9M reactions from patents (1976-2016). The task is: Predict the reactants needed to synthesize the given product. (1) Given the product [F:11][C:12]1[CH:13]=[C:14]([CH2:15][NH:16][C:4](=[O:6])[C:3]2[CH:7]=[CH:8][CH:9]=[N:10][C:2]=2[NH2:1])[CH:17]=[C:18]([F:20])[CH:19]=1, predict the reactants needed to synthesize it. The reactants are: [NH2:1][C:2]1[N:10]=[CH:9][CH:8]=[CH:7][C:3]=1[C:4]([OH:6])=O.[F:11][C:12]1[CH:13]=[C:14]([CH:17]=[C:18]([F:20])[CH:19]=1)[CH2:15][NH2:16].CN([P+](ON1N=NC2C=CC=CC1=2)(N(C)C)N(C)C)C.F[P-](F)(F)(F)(F)F.C(N(CC)CC)C. (2) Given the product [CH:6]1([CH2:5][CH:4]([C:11]2[CH:16]=[CH:15][C:14]([C:17]([F:18])([F:19])[F:20])=[C:13]([F:21])[CH:12]=2)[C:3]([OH:22])=[O:2])[CH2:10][CH2:9][CH2:8][CH2:7]1, predict the reactants needed to synthesize it. The reactants are: C[O:2][C:3](=[O:22])[CH:4]([C:11]1[CH:16]=[CH:15][C:14]([C:17]([F:20])([F:19])[F:18])=[C:13]([F:21])[CH:12]=1)[CH2:5][CH:6]1[CH2:10][CH2:9][CH2:8][CH2:7]1.[OH-].[Li+]. (3) Given the product [OH:8][C:9]1[CH:10]=[CH:11][CH:12]=[C:13]2[C:18]=1[N:17]=[C:16]([C:19]1[N:23]3[CH:24]=[CH:25][C:26]([CH2:28][N:29]4[C:37](=[O:38])[C:36]5[C:31](=[CH:32][CH:33]=[CH:34][CH:35]=5)[C:30]4=[O:39])=[CH:27][C:22]3=[N:21][N:20]=1)[CH:15]=[CH:14]2, predict the reactants needed to synthesize it. The reactants are: [Si]([O:8][C:9]1[CH:10]=[CH:11][CH:12]=[C:13]2[C:18]=1[N:17]=[C:16]([C:19]1[N:23]3[CH:24]=[CH:25][C:26]([CH2:28][N:29]4[C:37](=[O:38])[C:36]5[C:31](=[CH:32][CH:33]=[CH:34][CH:35]=5)[C:30]4=[O:39])=[CH:27][C:22]3=[N:21][N:20]=1)[CH:15]=[CH:14]2)(C(C)(C)C)(C)C.CCCC[N+](CCCC)(CCCC)CCCC.[F-]. (4) Given the product [N+:12]([C:7]1[CH:6]=[CH:5][N:4]=[C:3]([C:2]([F:11])([F:10])[F:1])[CH:8]=1)([O-:14])=[O:13], predict the reactants needed to synthesize it. The reactants are: [F:1][C:2]([F:11])([F:10])[C:3]1[CH:8]=[CH:7][CH:6]=[CH:5][N+:4]=1[O-].[N+:12]([O-])([OH:14])=[O:13].[OH-].[Na+]. (5) Given the product [CH2:34]([NH:36][S:20]([C:16]1[CH:17]=[CH:18][CH:19]=[C:14]([C:10]2[N:9]=[C:8]([C:6]3[CH:5]=[C:4]([C:24]4[CH:25]=[CH:26][C:27]([C:30]([F:31])([F:33])[F:32])=[CH:28][CH:29]=4)[CH:3]=[C:2]([CH3:1])[N:7]=3)[CH:13]=[CH:12][CH:11]=2)[CH:15]=1)(=[O:22])=[O:21])[CH3:35], predict the reactants needed to synthesize it. The reactants are: [CH3:1][C:2]1[N:7]=[C:6]([C:8]2[CH:13]=[CH:12][CH:11]=[C:10]([C:14]3[CH:15]=[C:16]([S:20](Cl)(=[O:22])=[O:21])[CH:17]=[CH:18][CH:19]=3)[N:9]=2)[CH:5]=[C:4]([C:24]2[CH:29]=[CH:28][C:27]([C:30]([F:33])([F:32])[F:31])=[CH:26][CH:25]=2)[CH:3]=1.[CH2:34]([NH2:36])[CH3:35].C(N(CC)CC)C.